From a dataset of Catalyst prediction with 721,799 reactions and 888 catalyst types from USPTO. Predict which catalyst facilitates the given reaction. Reactant: [OH:1][C:2]1[C:3]([CH3:8])=[N:4][CH:5]=[CH:6][CH:7]=1.CCN(C(C)C)C(C)C.[CH3:18][O:19][CH2:20]Cl. Product: [CH3:18][O:19][CH2:20][O:1][C:2]1[C:3]([CH3:8])=[N:4][CH:5]=[CH:6][CH:7]=1. The catalyst class is: 34.